Dataset: M1 muscarinic receptor agonist screen with 61,833 compounds. Task: Binary Classification. Given a drug SMILES string, predict its activity (active/inactive) in a high-throughput screening assay against a specified biological target. (1) The drug is O1c2c(OC1)ccc(NC(=O)Nc1nccnc1)c2. The result is 0 (inactive). (2) The result is 0 (inactive). The compound is O=C(N1CCN(CC1)c1ncccc1)c1n(c2c(c1)c(=O)n(c1c2cccc1)C)C. (3) The compound is s1c2c(nc1CSc1oc3c(n1)cccc3)cccc2. The result is 0 (inactive).